Dataset: Full USPTO retrosynthesis dataset with 1.9M reactions from patents (1976-2016). Task: Predict the reactants needed to synthesize the given product. (1) The reactants are: [N+:1]([C:4]1[CH:12]=[C:11]2[C:7]([CH:8]=[CH:9][NH:10]2)=[CH:6][CH:5]=1)([O-:3])=[O:2].[H-].[Na+].Br[CH2:16][C:17]#[N:18].O. Given the product [N+:1]([C:4]1[CH:12]=[C:11]2[C:7]([CH:8]=[CH:9][N:10]2[CH2:16][C:17]#[N:18])=[CH:6][CH:5]=1)([O-:3])=[O:2], predict the reactants needed to synthesize it. (2) Given the product [F:36][C:33]1[CH:32]=[CH:31][C:30]([C:7]2[CH:8]=[CH:9][C:10]([O:11][CH2:12][CH2:13][C:14]3[N:15]=[C:16]([S:19][C:20]([CH3:29])([CH3:28])[C:21]([OH:23])=[O:22])[S:17][CH:18]=3)=[C:5]([C:3]([O:2][CH3:1])=[O:4])[CH:6]=2)=[CH:35][CH:34]=1, predict the reactants needed to synthesize it. The reactants are: [CH3:1][O:2][C:3]([C:5]1[CH:6]=[C:7]([C:30]2[CH:35]=[CH:34][C:33]([F:36])=[CH:32][CH:31]=2)[CH:8]=[CH:9][C:10]=1[O:11][CH2:12][CH2:13][C:14]1[N:15]=[C:16]([S:19][C:20]([CH3:29])([CH3:28])[C:21]([O:23]C(C)(C)C)=[O:22])[S:17][CH:18]=1)=[O:4].FC(F)(F)C(O)=O. (3) Given the product [OH:3][NH:2][C:4](=[NH:5])[C:6]1[CH:7]=[C:8]2[C:13](=[CH:14][CH:15]=1)[CH2:12][N:11]([C:16]([O:18][C:19]([CH3:21])([CH3:20])[CH3:22])=[O:17])[CH2:10][CH2:9]2, predict the reactants needed to synthesize it. The reactants are: Cl.[NH2:2][OH:3].[C:4]([C:6]1[CH:7]=[C:8]2[C:13](=[CH:14][CH:15]=1)[CH2:12][N:11]([C:16]([O:18][C:19]([CH3:22])([CH3:21])[CH3:20])=[O:17])[CH2:10][CH2:9]2)#[N:5].C(=O)([O-])O.[Na+]. (4) Given the product [CH3:28][O:27][C:24]1[CH:25]=[C:26]2[C:21](=[CH:22][C:23]=1[O:29][CH3:30])[N:20]=[CH:19][CH:18]=[C:17]2[O:8][C:5]1[CH:6]=[CH:7][C:2]([NH2:1])=[C:3]([F:9])[CH:4]=1, predict the reactants needed to synthesize it. The reactants are: [NH2:1][C:2]1[CH:7]=[CH:6][C:5]([OH:8])=[CH:4][C:3]=1[F:9].CC([O-])(C)C.[K+].Cl[C:17]1[C:26]2[C:21](=[CH:22][C:23]([O:29][CH3:30])=[C:24]([O:27][CH3:28])[CH:25]=2)[N:20]=[CH:19][CH:18]=1.